From a dataset of Forward reaction prediction with 1.9M reactions from USPTO patents (1976-2016). Predict the product of the given reaction. (1) Given the reactants C([O:3][C:4]([C:6]1([CH2:18][C:19]2[CH:24]=[CH:23][CH:22]=[CH:21][CH:20]=2)[CH2:10][CH2:9][N:8]([CH2:11][C:12]2[CH:17]=[CH:16][CH:15]=[CH:14][CH:13]=2)[CH2:7]1)=[O:5])C.[OH-].[Na+], predict the reaction product. The product is: [CH2:11]([N:8]1[CH2:9][CH2:10][C:6]([CH2:18][C:19]2[CH:24]=[CH:23][CH:22]=[CH:21][CH:20]=2)([C:4]([OH:5])=[O:3])[CH2:7]1)[C:12]1[CH:13]=[CH:14][CH:15]=[CH:16][CH:17]=1. (2) Given the reactants [Cl:1][C:2]1[CH:3]=[C:4]([CH:19]=[CH:20][CH:21]=1)[CH2:5][NH:6][C:7]1[CH:15]=[CH:14][CH:13]=[C:9]([C:10]([OH:12])=O)[C:8]=1[C:16]([OH:18])=O.[O:22]=[C:23]1[CH:28]([N:29]2C(=O)C3C(=CC=CC=3NCCOC)C2=O)[CH2:27][CH2:26][C:25](=[O:45])[NH:24]1, predict the reaction product. The product is: [Cl:1][C:2]1[CH:3]=[C:4]([CH:19]=[CH:20][CH:21]=1)[CH2:5][NH:6][C:7]1[CH:15]=[CH:14][CH:13]=[C:9]2[C:8]=1[C:16](=[O:18])[N:29]([CH:28]1[CH2:27][CH2:26][C:25](=[O:45])[NH:24][C:23]1=[O:22])[C:10]2=[O:12]. (3) Given the reactants CN1CCOCC1.[C:8]([O:12][C:13]([NH:15][C@H:16]([C:22]([O:24][CH3:25])=[O:23])[CH2:17][CH2:18][C:19]([OH:21])=O)=[O:14])([CH3:11])([CH3:10])[CH3:9].[C:26]([O:30][C:31]([NH:33][CH2:34][CH2:35][NH:36][CH2:37][CH2:38][NH:39][C:40](=[O:46])[O:41][C:42]([CH3:45])([CH3:44])[CH3:43])=[O:32])([CH3:29])([CH3:28])[CH3:27], predict the reaction product. The product is: [C:42]([O:41][C:40]([NH:39][CH2:38][CH2:37][N:36]([CH2:35][CH2:34][NH:33][C:31]([O:30][C:26]([CH3:29])([CH3:28])[CH3:27])=[O:32])[C:19]([CH2:18][CH2:17][C@H:16]([NH:15][C:13]([O:12][C:8]([CH3:9])([CH3:10])[CH3:11])=[O:14])[C:22]([O:24][CH3:25])=[O:23])=[O:21])=[O:46])([CH3:45])([CH3:44])[CH3:43].